From a dataset of Cav3 T-type calcium channel HTS with 100,875 compounds. Binary Classification. Given a drug SMILES string, predict its activity (active/inactive) in a high-throughput screening assay against a specified biological target. (1) The compound is Fc1c(C2n3[nH]cnc3=NC(=C2)c2ccc(C(C)(C)C)cc2)cccc1. The result is 0 (inactive). (2) The drug is S(=O)(=O)(N1C(Cc2c(C1)cccc2)C(=O)Nc1sccn1)c1ccc(OC)cc1. The result is 0 (inactive). (3) The compound is O=C(Nn1c(nc2c(c1=O)cccc2)C)C1CCC(CC1)CCCCCC. The result is 0 (inactive). (4) The drug is O=C(N1CCCCC1)C1CCCN(C1)Cc1cccnc1. The result is 0 (inactive).